From a dataset of Full USPTO retrosynthesis dataset with 1.9M reactions from patents (1976-2016). Predict the reactants needed to synthesize the given product. (1) The reactants are: [OH:1][CH:2]1[CH:8]([NH:9][C:10](=[O:38])[C@H:11]([CH2:34][CH:35]([CH3:37])[CH3:36])[NH:12][C@@H:13]([C:18]2[CH:23]=[CH:22][C:21]([C:24]3[CH:29]=[CH:28][C:27]([S:30]([CH3:33])(=[O:32])=[O:31])=[CH:26][CH:25]=3)=[CH:20][CH:19]=2)[C:14]([F:17])([F:16])[F:15])[CH2:7][CH2:6][CH2:5][N:4](C(OCC2C=CC=CC=2)=O)[CH2:3]1. Given the product [OH:1][CH:2]1[CH:8]([NH:9][C:10](=[O:38])[C@H:11]([CH2:34][CH:35]([CH3:36])[CH3:37])[NH:12][C@@H:13]([C:18]2[CH:23]=[CH:22][C:21]([C:24]3[CH:29]=[CH:28][C:27]([S:30]([CH3:33])(=[O:31])=[O:32])=[CH:26][CH:25]=3)=[CH:20][CH:19]=2)[C:14]([F:16])([F:15])[F:17])[CH2:7][CH2:6][CH2:5][NH:4][CH2:3]1, predict the reactants needed to synthesize it. (2) Given the product [NH2:9][C:22]1[C:23]2[CH:24]=[C:25]([S:32]([OH:35])(=[O:33])=[O:34])[CH:26]=[C:27]([OH:31])[C:28]=2[CH:29]=[CH:30][C:21]=1[NH2:20], predict the reactants needed to synthesize it. The reactants are: S(O)(=O)(C1C=CC([NH2:9])=CC=1)=O.[OH-].[Na+].N([O-])=O.[Na+].Cl.O.[NH2:20][C:21]1[CH:22]=[C:23]2[C:28](=[CH:29][CH:30]=1)[C:27]([OH:31])=[CH:26][C:25]([S:32]([OH:35])(=[O:34])=[O:33])=[CH:24]2.[Cl-].[Na+].S(S([O-])=O)([O-])=O.[Na+].[Na+]. (3) Given the product [Si:17]([O:16][CH:14]([CH3:15])[CH2:13][CH:12]([N:48]1[CH:49]=[CH:50][C:45]([C:43]2[CH:42]=[CH:41][N:40]=[C:39]([NH:38][CH:35]3[CH2:34][CH2:33][O:32][CH2:37][CH2:36]3)[N:44]=2)=[CH:46][C:47]1=[O:51])[C:24]1[CH:29]=[CH:28][C:27]([Cl:30])=[C:26]([F:31])[CH:25]=1)([C:20]([CH3:23])([CH3:22])[CH3:21])([CH3:19])[CH3:18], predict the reactants needed to synthesize it. The reactants are: CC([O-])(C)C.[K+].CS(O[CH:12]([C:24]1[CH:29]=[CH:28][C:27]([Cl:30])=[C:26]([F:31])[CH:25]=1)[CH2:13][CH:14]([O:16][Si:17]([C:20]([CH3:23])([CH3:22])[CH3:21])([CH3:19])[CH3:18])[CH3:15])(=O)=O.[O:32]1[CH2:37][CH2:36][CH:35]([NH:38][C:39]2[N:44]=[C:43]([C:45]3[CH:50]=[CH:49][NH:48][C:47](=[O:51])[CH:46]=3)[CH:42]=[CH:41][N:40]=2)[CH2:34][CH2:33]1. (4) Given the product [CH3:1][O:2][C:3]1[CH:8]=[CH:7][C:6]([C:9]2[CH:10]=[CH:11][C:12]([S:15]([N:18]([C@H:20]([CH:25]3[CH2:26][CH2:27][C:28]4([O:31][CH2:35][CH2:33][CH2:32][O:36]4)[CH2:29][CH2:30]3)[C:21]([OH:23])=[O:22])[CH3:19])(=[O:16])=[O:17])=[CH:13][CH:14]=2)=[CH:5][CH:4]=1, predict the reactants needed to synthesize it. The reactants are: [CH3:1][O:2][C:3]1[CH:8]=[CH:7][C:6]([C:9]2[CH:14]=[CH:13][C:12]([S:15]([N:18]([C@H:20]([CH:25]3[CH2:30][CH2:29][C:28](=[O:31])[CH2:27][CH2:26]3)[C:21]([O:23]C)=[O:22])[CH3:19])(=[O:17])=[O:16])=[CH:11][CH:10]=2)=[CH:5][CH:4]=1.[CH3:32][C:33]([CH3:35])=O.[OH:36]S(O)(=O)=O.O=[Cr](=O)=O. (5) Given the product [CH3:1][O:2][C:3](=[O:26])[C:4]1[CH:5]=[CH:6][C:7]([CH2:10][N:11]([C:12]([O:14][C:15]([CH3:18])([CH3:16])[CH3:17])=[O:13])[S:19]([CH2:22][N:23]2[CH:28]=[C:27]([C:29]3[CH:34]=[CH:33][C:32]([CH3:35])=[CH:31][CH:30]=3)[N:25]=[N:24]2)(=[O:21])=[O:20])=[CH:8][CH:9]=1, predict the reactants needed to synthesize it. The reactants are: [CH3:1][O:2][C:3](=[O:26])[C:4]1[CH:9]=[CH:8][C:7]([CH2:10][N:11]([S:19]([CH2:22][N:23]=[N+:24]=[N-:25])(=[O:21])=[O:20])[C:12]([O:14][C:15]([CH3:18])([CH3:17])[CH3:16])=[O:13])=[CH:6][CH:5]=1.[C:27]([C:29]1[CH:34]=[CH:33][C:32]([CH3:35])=[CH:31][CH:30]=1)#[CH:28].O=C1O[C@H]([C@H](CO)O)C([O-])=C1O.[Na+].C(N(C(C)C)C(C)C)C. (6) Given the product [CH3:8][O:9][C:10]1[CH:17]=[CH:16][C:13]([CH2:14][NH:7][C:3]2[N:2]=[N:1][CH:6]=[CH:5][CH:4]=2)=[CH:12][CH:11]=1, predict the reactants needed to synthesize it. The reactants are: [N:1]1[CH:6]=[CH:5][CH:4]=[C:3]([NH2:7])[N:2]=1.[CH3:8][O:9][C:10]1[CH:17]=[CH:16][C:13]([CH:14]=O)=[CH:12][CH:11]=1.C(O[BH-](OC(=O)C)OC(=O)C)(=O)C.[Na+]. (7) Given the product [OH:16][C:17]1([C:23]2[S:24][CH:25]=[CH:26][CH:27]=2)[CH2:18][CH2:19][N:20]([CH2:3][CH:2]([CH3:28])[C:1]([C:5]2[CH:6]=[C:7]3[C:12](=[CH:13][CH:14]=2)[NH:11][C:10](=[O:15])[CH2:9][CH2:8]3)=[O:4])[CH2:21][CH2:22]1, predict the reactants needed to synthesize it. The reactants are: [C:1]([C:5]1[CH:6]=[C:7]2[C:12](=[CH:13][CH:14]=1)[NH:11][C:10](=[O:15])[CH2:9][CH2:8]2)(=[O:4])[CH2:2][CH3:3].[OH:16][C:17]1([C:23]2[S:24][CH:25]=[CH:26][CH:27]=2)[CH2:22][CH2:21][NH:20][CH2:19][CH2:18]1.[CH2:28]=O.Cl. (8) Given the product [Cl:1][C:2]1[C:7]([C:8]2[CH:13]=[CH:12][C:11]([S:14]([NH:33][CH3:32])(=[O:16])=[O:15])=[CH:10][CH:9]=2)=[C:6]([C:18]2[CH:23]=[CH:22][C:21]([S:24]([CH3:27])(=[O:26])=[O:25])=[CH:20][CH:19]=2)[N:5]=[C:4]([C:28]([F:31])([F:30])[F:29])[N:3]=1, predict the reactants needed to synthesize it. The reactants are: [Cl:1][C:2]1[C:7]([C:8]2[CH:13]=[CH:12][C:11]([S:14](Cl)(=[O:16])=[O:15])=[CH:10][CH:9]=2)=[C:6]([C:18]2[CH:23]=[CH:22][C:21]([S:24]([CH3:27])(=[O:26])=[O:25])=[CH:20][CH:19]=2)[N:5]=[C:4]([C:28]([F:31])([F:30])[F:29])[N:3]=1.[CH3:32][NH2:33]. (9) Given the product [CH2:5]([NH:6][CH2:7][CH3:2])[CH3:4].[Cl:1][C:2]1[CH:3]=[C:4]([O:13][C:14]2[C:22]([F:23])=[CH:21][C:17]([C:18]([NH:30][S:27]([N:26]([CH3:31])[CH3:25])(=[O:29])=[O:28])=[O:19])=[C:16]([F:24])[CH:15]=2)[CH:5]=[N:6][C:7]=1[O:8][CH2:9][CH:10]([CH3:12])[CH3:11], predict the reactants needed to synthesize it. The reactants are: [Cl:1][C:2]1[CH:3]=[C:4]([O:13][C:14]2[C:22]([F:23])=[CH:21][C:17]([C:18](O)=[O:19])=[C:16]([F:24])[CH:15]=2)[CH:5]=[N:6][C:7]=1[O:8][CH2:9][CH:10]([CH3:12])[CH3:11].[CH3:25][N:26]([CH3:31])[S:27]([NH2:30])(=[O:29])=[O:28]. (10) Given the product [Cl:1][C:2]1[CH:22]=[CH:21][C:5]([CH2:6][NH:7][C:8]([C:10]2[C:11](=[O:20])[C:12]3[S:18][CH:17]=[CH:16][C:34]=3[N:33]([CH2:32][CH3:23])[CH:35]=2)=[O:9])=[CH:4][CH:3]=1, predict the reactants needed to synthesize it. The reactants are: [Cl:1][C:2]1[CH:22]=[CH:21][C:5]([CH2:6][NH:7][C:8]([C:10]2[C:11]([OH:20])=[C:12]3[S:18][C:17](I)=[CH:16]C3=NC=2)=[O:9])=[CH:4][CH:3]=1.[C:23]([O-])([O-])=O.[K+].[K+].CI.O.[CH3:32][N:33]([CH:35]=O)[CH3:34].